Task: Predict the reactants needed to synthesize the given product.. Dataset: Full USPTO retrosynthesis dataset with 1.9M reactions from patents (1976-2016) (1) The reactants are: [Br:1][C:2]1[CH:3]=[C:4]2[C:12](=[CH:13][CH:14]=1)[NH:11][C:10]1[C:9](=O)[CH2:8][CH2:7][CH2:6][C:5]2=1.[F:16][C:17]1[CH:18]=[C:19]([CH:21]=[CH:22][CH:23]=1)[NH2:20]. Given the product [Br:1][C:2]1[CH:3]=[C:4]2[C:12](=[CH:13][CH:14]=1)[NH:11][C:10]1[CH:9]([NH:20][C:19]3[CH:21]=[CH:22][CH:23]=[C:17]([F:16])[CH:18]=3)[CH2:8][CH2:7][CH2:6][C:5]2=1, predict the reactants needed to synthesize it. (2) Given the product [CH3:32][O:31][C:29](=[O:30])[N:21]=[C:3]1[C:2]([F:1])=[CH:7][N:6]([S:8]([C:11]2[CH:12]=[CH:13][C:14]([O:17][CH3:18])=[CH:15][CH:16]=2)(=[O:10])=[O:9])[C:5](=[O:19])[N:4]1[CH3:20], predict the reactants needed to synthesize it. The reactants are: [F:1][C:2]1[C:3](=[NH:21])[N:4]([CH3:20])[C:5](=[O:19])[N:6]([S:8]([C:11]2[CH:16]=[CH:15][C:14]([O:17][CH3:18])=[CH:13][CH:12]=2)(=[O:10])=[O:9])[CH:7]=1.N1C=CC=CC=1.Cl[C:29]([O:31][CH3:32])=[O:30]. (3) The reactants are: Br[C:2]1[CH:3]=[CH:4][C:5]([N:10]2[CH:14]=[C:13]([CH3:15])[N:12]=[CH:11]2)=[C:6]([CH:9]=1)[C:7]#[N:8].[Cl:16][C:17]1[CH:22]=[CH:21][C:20]([C:23]2[CH:28]=[CH:27][N:26]=[C:25]([NH2:29])[N:24]=2)=[CH:19][CH:18]=1. Given the product [Cl:16][C:17]1[CH:18]=[CH:19][C:20]([C:23]2[CH:28]=[CH:27][N:26]=[C:25]([NH:29][C:2]3[CH:3]=[CH:4][C:5]([N:10]4[CH:14]=[C:13]([CH3:15])[N:12]=[CH:11]4)=[C:6]([CH:9]=3)[C:7]#[N:8])[N:24]=2)=[CH:21][CH:22]=1, predict the reactants needed to synthesize it. (4) Given the product [N:28]1([C:33]2[CH:34]=[CH:35][C:36]([O:15][CH2:14][C:11]34[CH2:10][CH2:9][CH:8]([N:5]5[CH2:6][CH2:7][S:2](=[O:1])(=[O:16])[N:3]=[C:4]53)[CH2:13][CH2:12]4)=[CH:37][CH:38]=2)[CH:32]=[CH:31][CH:30]=[N:29]1, predict the reactants needed to synthesize it. The reactants are: [O:1]=[S:2]1(=[O:16])[CH2:7][CH2:6][N:5]2[CH:8]3[CH2:13][CH2:12][C:11]([CH2:14][OH:15])([C:4]2=[N:3]1)[CH2:10][CH2:9]3.CS(Cl)(=O)=O.C(=O)([O-])[O-].[Cs+].[Cs+].[N:28]1([C:33]2[CH:38]=[CH:37][C:36](O)=[CH:35][CH:34]=2)[CH:32]=[CH:31][CH:30]=[N:29]1.